This data is from Reaction yield outcomes from USPTO patents with 853,638 reactions. The task is: Predict the reaction yield, written as a fraction of the theoretical maximum amount of product (1.0 means a 100% yield; for example, 0.34 means a 34% yield). (1) The reactants are [Si]([O:18][CH:19]1[CH2:22][N:21]([C:23]2[S:24][CH:25]=[C:26]([C:28](=[O:48])[NH:29][C@H:30]3[CH2:34][CH2:33][N:32]([C:35]([O:37][CH2:38][C:39]4[CH:44]=[CH:43][C:42]([N+:45]([O-:47])=[O:46])=[CH:41][CH:40]=4)=[O:36])[CH2:31]3)[N:27]=2)[CH2:20]1)(C(C)(C)C)(C1C=CC=CC=1)C1C=CC=CC=1.C(O)(=O)C.[F-].C([N+](CCCC)(CCCC)CCCC)CCC.C(OCC)(=O)C. The catalyst is O1CCCC1.O. The product is [OH:18][CH:19]1[CH2:20][N:21]([C:23]2[S:24][CH:25]=[C:26]([C:28](=[O:48])[NH:29][C@H:30]3[CH2:34][CH2:33][N:32]([C:35]([O:37][CH2:38][C:39]4[CH:44]=[CH:43][C:42]([N+:45]([O-:47])=[O:46])=[CH:41][CH:40]=4)=[O:36])[CH2:31]3)[N:27]=2)[CH2:22]1. The yield is 0.980. (2) The reactants are [H-].[Na+].[OH:3][C:4]1[CH:5]=[C:6]([CH:11]=[CH:12][CH:13]=1)[C:7]([O:9][CH3:10])=[O:8].Br[CH2:15][CH2:16][CH:17]1[O:21][CH2:20][CH2:19][O:18]1. The yield is 1.00. The catalyst is CN(C)C=O. The product is [O:18]1[CH2:19][CH2:20][O:21][CH:17]1[CH2:16][CH2:15][O:3][C:4]1[CH:5]=[C:6]([CH:11]=[CH:12][CH:13]=1)[C:7]([O:9][CH3:10])=[O:8].